This data is from Forward reaction prediction with 1.9M reactions from USPTO patents (1976-2016). The task is: Predict the product of the given reaction. (1) Given the reactants Cl[C:2]1[CH:7]=[CH:6][C:5]([O:8][CH3:9])=[CH:4][CH:3]=1.[NH:10]1[CH2:15][CH2:14][CH2:13][CH2:12][CH2:11]1.CC([O-])(C)C.[Na+], predict the reaction product. The product is: [CH3:9][O:8][C:5]1[CH:6]=[CH:7][C:2]([N:10]2[CH2:15][CH2:14][CH2:13][CH2:12][CH2:11]2)=[CH:3][CH:4]=1. (2) Given the reactants [F:1][C:2]1[CH:7]=[CH:6][CH:5]=[CH:4][C:3]=1[C:8]1[NH:16][C:11]2=[CH:12][N:13]=[CH:14][CH:15]=[C:10]2[CH:9]=1.[OH-:17].[Na+].Cl[CH2:20][C:21]1[O:25][N:24]=[C:23]([C:26]2[CH:31]=[CH:30][C:29]([F:32])=[CH:28][C:27]=2[C:33]([F:36])([F:35])[F:34])[CH:22]=1.CN([CH:40]=[O:41])C, predict the reaction product. The product is: [F:34][C:33]([F:36])([F:35])[C:40]([O-:41])=[O:17].[F:1][C:2]1[CH:7]=[CH:6][CH:5]=[CH:4][C:3]=1[C:8]1[CH:9]=[C:10]2[CH:15]=[CH:14][N:13]([CH2:20][C:21]3[O:25][N:24]=[C:23]([C:26]4[CH:31]=[CH:30][C:29]([F:32])=[CH:28][C:27]=4[C:33]([F:36])([F:34])[F:35])[CH:22]=3)[CH:12]=[C:11]2[NH+:16]=1.